From a dataset of Full USPTO retrosynthesis dataset with 1.9M reactions from patents (1976-2016). Predict the reactants needed to synthesize the given product. (1) Given the product [F:1][C:2]1[CH:10]=[CH:9][CH:8]=[C:7]([F:11])[C:3]=1[C:4]([N:22]1[CH2:23][CH2:24][CH2:25][C:20]([OH:26])([C:16]2[CH:17]=[CH:18][CH:19]=[C:14]([O:13][CH3:12])[CH:15]=2)[CH2:21]1)=[O:5], predict the reactants needed to synthesize it. The reactants are: [F:1][C:2]1[CH:10]=[CH:9][CH:8]=[C:7]([F:11])[C:3]=1[C:4](Cl)=[O:5].[CH3:12][O:13][C:14]1[CH:15]=[C:16]([C:20]2([OH:26])[CH2:25][CH2:24][CH2:23][NH:22][CH2:21]2)[CH:17]=[CH:18][CH:19]=1. (2) Given the product [CH2:29]([O:28][CH:5]([C:6]1[C:7]([C:20]2[CH:25]=[CH:24][C:23]([CH3:26])=[CH:22][C:21]=2[OH:27])=[C:8]2[C:15]3[CH2:16][CH2:17][CH2:18][CH2:19][C:14]=3[S:13][C:9]2=[N:10][C:11]=1[CH3:12])[C:4]([OH:31])=[O:3])[CH3:30], predict the reactants needed to synthesize it. The reactants are: C([O:3][C:4](=[O:31])[CH:5]([O:28][CH2:29][CH3:30])[C:6]1[C:7]([C:20]2[CH:25]=[CH:24][C:23]([CH3:26])=[CH:22][C:21]=2[OH:27])=[C:8]2[C:15]3[CH2:16][CH2:17][CH2:18][CH2:19][C:14]=3[S:13][C:9]2=[N:10][C:11]=1[CH3:12])C.[OH-].[Na+]. (3) Given the product [CH3:25][S:26]([NH:29][C:3]1[CH:23]=[CH:22][C:6]([C:7]([NH:9][CH2:10][C:11]2[NH:15][N:14]=[C:13]([C:16]3[CH:21]=[CH:20][N:19]=[CH:18][CH:17]=3)[N:12]=2)=[O:8])=[CH:5][CH:4]=1)(=[O:28])=[O:27], predict the reactants needed to synthesize it. The reactants are: CO[C:3]1[CH:23]=[CH:22][C:6]([C:7]([NH:9][CH2:10][C:11]2[NH:15][N:14]=[C:13]([C:16]3[CH:21]=[CH:20][N:19]=[CH:18][CH:17]=3)[N:12]=2)=[O:8])=[CH:5][C:4]=1C.[CH3:25][S:26]([NH:29]C1C=CC(C(O)=O)=CC=1)(=[O:28])=[O:27].COC1C=CC(C(O)=O)=CC=1C.CN(C=O)C. (4) Given the product [C:33]1([C@H:39]([NH:46][C:28]([C:23]2[CH:24]=[N:25][C:26]3[C:21]([CH:22]=2)=[CH:20][CH:19]=[C:18]([NH:17][C:15]([C:14]2[C:9]([C:6]4[CH:5]=[CH:4][C:3]([C:2]([F:32])([F:1])[F:31])=[CH:8][CH:7]=4)=[N:10][CH:11]=[CH:12][CH:13]=2)=[O:16])[CH:27]=3)=[O:29])[C:40]2[CH:45]=[CH:44][CH:43]=[CH:42][N:41]=2)[CH:34]=[CH:35][CH:36]=[CH:37][CH:38]=1, predict the reactants needed to synthesize it. The reactants are: [F:1][C:2]([F:32])([F:31])[C:3]1[CH:8]=[CH:7][C:6]([C:9]2[C:14]([C:15]([NH:17][C:18]3[CH:27]=[C:26]4[C:21]([CH:22]=[C:23]([C:28](O)=[O:29])[CH:24]=[N:25]4)=[CH:20][CH:19]=3)=[O:16])=[CH:13][CH:12]=[CH:11][N:10]=2)=[CH:5][CH:4]=1.[C:33]1([C@H:39]([NH2:46])[C:40]2[CH:45]=[CH:44][CH:43]=[CH:42][N:41]=2)[CH:38]=[CH:37][CH:36]=[CH:35][CH:34]=1.Cl.CN(C)CCCN=C=NCC.ON1C2C=CC=CC=2N=N1.C(N(CC)CC)C. (5) Given the product [Si:1]([O:8][CH:9]([CH2:20][O:21][C:22]1[CH:27]=[CH:26][CH:25]=[C:24]([C:28]2[N:29]=[C:30]([C:36]3[C:37]([CH3:42])=[N:38][O:39][C:40]=3[CH3:41])[C:31]([CH3:35])=[C:32]([O:50][CH2:49][CH:46]3[CH2:47][CH2:48][O:43][CH2:44][CH2:45]3)[N:33]=2)[CH:23]=1)[CH2:10][N:11]([CH3:19])[C:12](=[O:18])[O:13][C:14]([CH3:17])([CH3:16])[CH3:15])([C:4]([CH3:7])([CH3:6])[CH3:5])([CH3:3])[CH3:2], predict the reactants needed to synthesize it. The reactants are: [Si:1]([O:8][CH:9]([CH2:20][O:21][C:22]1[CH:27]=[CH:26][CH:25]=[C:24]([C:28]2[N:33]=[C:32](Cl)[C:31]([CH3:35])=[C:30]([C:36]3[C:37]([CH3:42])=[N:38][O:39][C:40]=3[CH3:41])[N:29]=2)[CH:23]=1)[CH2:10][N:11]([CH3:19])[C:12](=[O:18])[O:13][C:14]([CH3:17])([CH3:16])[CH3:15])([C:4]([CH3:7])([CH3:6])[CH3:5])([CH3:3])[CH3:2].[O:43]1[CH2:48][CH2:47][CH:46]([CH2:49][OH:50])[CH2:45][CH2:44]1.C([O-])([O-])=O.[Cs+].[Cs+]. (6) Given the product [CH:23]1([N:17]2[CH:16]=[C:15]([C:13]([NH:12][CH:6]3[CH2:7][CH2:8][CH2:9][CH2:10][CH2:11]3)=[O:14])[C:20]([OH:21])=[C:19]([C:30]([NH:31][CH2:32][C:33]([OH:35])=[O:34])=[O:29])[C:18]2=[O:22])[CH2:28][CH2:27][CH2:26][CH2:25][CH2:24]1, predict the reactants needed to synthesize it. The reactants are: NCC(O)=O.[CH:6]1([NH:12][C:13]([C:15]2[C:20]([OH:21])=[CH:19][C:18](=[O:22])[N:17]([CH:23]3[CH2:28][CH2:27][CH2:26][CH2:25][CH2:24]3)[CH:16]=2)=[O:14])[CH2:11][CH2:10][CH2:9][CH2:8][CH2:7]1.[O:29]=[C:30]=[N:31][CH2:32][C:33]([O:35]CC)=[O:34].CCN(C(C)C)C(C)C. (7) Given the product [CH3:1][O:2][CH2:3][CH2:4][O:5][CH2:6][O:7][C:8]1[C:13]([C:14]2[CH:19]=[CH:18][CH:17]=[CH:16][CH:15]=2)=[CH:12][C:11]([OH:36])=[CH:10][C:9]=1[C:22]1[CH:23]=[CH:24][CH:25]=[CH:26][CH:27]=1, predict the reactants needed to synthesize it. The reactants are: [CH3:1][O:2][CH2:3][CH2:4][O:5][CH2:6][O:7][C:8]1[C:13]([C:14]2[CH:19]=[CH:18][CH:17]=[CH:16][CH:15]=2)=[CH:12][C:11](C=O)=[CH:10][C:9]=1[C:22]1[CH:27]=[CH:26][CH:25]=[CH:24][CH:23]=1.C1C=C(Cl)C=C(C(OO)=[O:36])C=1.[OH-].[K+].